This data is from Forward reaction prediction with 1.9M reactions from USPTO patents (1976-2016). The task is: Predict the product of the given reaction. (1) Given the reactants CO[CH:3](OC)[N:4]([CH3:6])[CH3:5].[F:9][C:10]([F:23])([C:19]([F:22])([F:21])[F:20])[C:11](=[O:18])[CH2:12][C:13]([O:15][CH2:16][CH3:17])=[O:14], predict the reaction product. The product is: [CH2:16]([O:15][C:13](=[O:14])[C:12](=[CH:3][N:4]([CH3:5])[CH3:6])[C:11](=[O:18])[C:10]([F:23])([F:9])[C:19]([F:20])([F:22])[F:21])[CH3:17]. (2) Given the reactants [Cl:1][C:2]1[CH:7]=[CH:6][C:5]([OH:8])=[C:4]([O:9][CH3:10])[CH:3]=1.[Br:11][C:12]1[C:13](F)=[CH:14][C:15]([F:22])=[C:16]([CH:21]=1)[C:17]([O:19][CH3:20])=[O:18], predict the reaction product. The product is: [Br:11][C:12]1[C:13]([O:8][C:5]2[CH:6]=[CH:7][C:2]([Cl:1])=[CH:3][C:4]=2[O:9][CH3:10])=[CH:14][C:15]([F:22])=[C:16]([CH:21]=1)[C:17]([O:19][CH3:20])=[O:18]. (3) The product is: [Br:1][C:2]1[CH:17]=[CH:16][C:5]([C:6]2[CH2:8][CH2:12][CH2:11][N:10]=2)=[CH:4][CH:3]=1. Given the reactants [Br:1][C:2]1[CH:17]=[CH:16][C:5]([C:6]([CH:8]2[CH2:12][CH2:11][N:10](C=C)C2=O)=O)=[CH:4][CH:3]=1, predict the reaction product. (4) Given the reactants [OH:1][C:2]1[CH:7]=[CH:6][C:5]([CH2:8][NH:9][CH2:10][CH2:11][C:12]2[CH:17]=[CH:16][C:15]([O:18][CH3:19])=[C:14]([O:20][CH3:21])[CH:13]=2)=[CH:4][C:3]=1[N+:22]([O-:24])=[O:23].[C:25]([Cl:34])(=O)[CH2:26][CH2:27][CH2:28][CH2:29][CH2:30][CH2:31][CH3:32], predict the reaction product. The product is: [Cl-:34].[CH2:26]([C:25]1[C:17]2[C:12](=[CH:13][C:14]([O:20][CH3:21])=[C:15]([O:18][CH3:19])[CH:16]=2)[CH2:11][CH2:10][N+:9]=1[CH2:8][C:5]1[CH:6]=[CH:7][C:2]([OH:1])=[C:3]([N+:22]([O-:24])=[O:23])[CH:4]=1)[CH2:27][CH2:28][CH2:29][CH2:30][CH2:31][CH3:32]. (5) Given the reactants C([O:3][C:4](=[O:21])[CH2:5][N:6]1[C:10]2[CH:11]=[C:12]([O:15][C:16]([F:19])([F:18])[F:17])[CH:13]=[CH:14][C:9]=2[O:8][C:7]1=[O:20])C.[Li+].[OH-].CC#N.O.FC(F)(F)C(O)=O, predict the reaction product. The product is: [O:20]=[C:7]1[N:6]([CH2:5][C:4]([OH:21])=[O:3])[C:10]2[CH:11]=[C:12]([O:15][C:16]([F:19])([F:17])[F:18])[CH:13]=[CH:14][C:9]=2[O:8]1. (6) Given the reactants [NH:1]1[C:9]2[C:4](=[CH:5][C:6]([CH2:10][CH2:11][CH2:12][C:13]3[CH:22]=[CH:21][C:20]4[C:15](=[N:16][CH:17]=[CH:18][CH:19]=4)[N:14]=3)=[CH:7][CH:8]=2)[CH:3]=[CH:2]1.[H-].[Na+].[CH2:25]([O:27][C:28](=[O:35])[CH2:29][CH:30](Br)[CH2:31][CH2:32][CH3:33])[CH3:26], predict the reaction product. The product is: [CH2:25]([O:27][C:28](=[O:35])[CH2:29][CH:30]([N:1]1[C:9]2[C:4](=[CH:5][C:6]([CH2:10][CH2:11][CH2:12][C:13]3[CH:22]=[CH:21][C:20]4[C:15](=[N:16][CH:17]=[CH:18][CH:19]=4)[N:14]=3)=[CH:7][CH:8]=2)[CH:3]=[CH:2]1)[CH2:31][CH2:32][CH3:33])[CH3:26]. (7) Given the reactants [C:1]([O:5][C:6]([N:8]([C:21]1[CH:22]=[C:23]([CH:27]=[CH:28][C:29]=1[O:30][CH3:31])[C:24]([OH:26])=[O:25])[S:9]([CH2:12][CH2:13][N:14]1[CH2:19][CH2:18][N:17]([CH3:20])[CH2:16][CH2:15]1)(=[O:11])=[O:10])=[O:7])([CH3:4])([CH3:3])[CH3:2].[Cl:32][C:33]1[CH:34]=[N+:35]([O-:58])[CH:36]=[C:37]([Cl:57])[C:38]=1[CH2:39][C@@H:40]([C:42]1[CH:47]=[CH:46][C:45]([O:48][CH:49]([F:51])[F:50])=[C:44]([O:52][CH2:53][CH:54]2[CH2:56][CH2:55]2)[CH:43]=1)O.C(Cl)CCl, predict the reaction product. The product is: [C:1]([O:5][C:6]([N:8]([C:21]1[CH:22]=[C:23]([CH:27]=[CH:28][C:29]=1[O:30][CH3:31])[C:24]([O:26][C@H:40]([C:42]1[CH:47]=[CH:46][C:45]([O:48][CH:49]([F:50])[F:51])=[C:44]([O:52][CH2:53][CH:54]2[CH2:55][CH2:56]2)[CH:43]=1)[CH2:39][C:38]1[C:37]([Cl:57])=[CH:36][N+:35]([O-:58])=[CH:34][C:33]=1[Cl:32])=[O:25])[S:9]([CH2:12][CH2:13][N:14]1[CH2:15][CH2:16][N:17]([CH3:20])[CH2:18][CH2:19]1)(=[O:11])=[O:10])=[O:7])([CH3:4])([CH3:3])[CH3:2]. (8) Given the reactants [O:1]1[CH2:5][CH2:4][CH2:3][CH2:2]1.[OH2:6], predict the reaction product. The product is: [CH2:5]([OH:1])[CH2:4][CH2:3][CH2:2][OH:6].[C:5]1(=[O:6])[O:1][CH2:2][CH2:3][CH2:4]1. (9) Given the reactants [Cl:1][C:2]1[C:6]([NH:7]C(=O)OC(C)(C)C)=[CH:5][N:4]([C:15]2[CH:16]=[N:17][CH:18]=[CH:19][CH:20]=2)[N:3]=1.FC(F)(F)C(O)=O.C1(C)C=CC=CC=1, predict the reaction product. The product is: [Cl:1][C:2]1[C:6]([NH2:7])=[CH:5][N:4]([C:15]2[CH:16]=[N:17][CH:18]=[CH:19][CH:20]=2)[N:3]=1.